Dataset: CYP1A2 inhibition data for predicting drug metabolism from PubChem BioAssay. Task: Regression/Classification. Given a drug SMILES string, predict its absorption, distribution, metabolism, or excretion properties. Task type varies by dataset: regression for continuous measurements (e.g., permeability, clearance, half-life) or binary classification for categorical outcomes (e.g., BBB penetration, CYP inhibition). Dataset: cyp1a2_veith. (1) The compound is CC(C)NC[C@H](O)c1ccc(O)c(O)c1.O=C(O)[C@@H](O)[C@@H](O)C(=O)O. The result is 0 (non-inhibitor). (2) The drug is CN(Cc1ccco1)C(=O)C1CCC(=O)N1Cc1ccc(F)cc1. The result is 0 (non-inhibitor). (3) The molecule is CCn1c(SCC(=O)Nc2nc3ccc(C)cc3s2)nc2c(c1=O)SC(C)C2. The result is 1 (inhibitor).